From a dataset of Forward reaction prediction with 1.9M reactions from USPTO patents (1976-2016). Predict the product of the given reaction. (1) Given the reactants Cl[C:2]1[N:10]=[C:9]2[C:5]([N:6]=[C:7]([CH2:12][N:13]3[CH2:22][CH2:21][C:16]4([O:20][CH2:19][CH2:18][O:17]4)[CH2:15][CH2:14]3)[N:8]2[CH3:11])=[C:4]([N:23]2[CH2:28][CH2:27][O:26][CH2:25][CH2:24]2)[N:3]=1.[CH3:29][C:30]1[NH:31][C:32]2[CH:38]=[CH:37][CH:36]=[CH:35][C:33]=2[N:34]=1, predict the reaction product. The product is: [CH3:11][N:8]1[C:7]([CH2:12][N:13]2[CH2:22][CH2:21][C:16]3([O:17][CH2:18][CH2:19][O:20]3)[CH2:15][CH2:14]2)=[N:6][C:5]2[C:9]1=[N:10][C:2]([N:31]1[C:32]3[CH:38]=[CH:37][CH:36]=[CH:35][C:33]=3[N:34]=[C:30]1[CH3:29])=[N:3][C:4]=2[N:23]1[CH2:28][CH2:27][O:26][CH2:25][CH2:24]1. (2) Given the reactants C[C:2]1([CH3:15])[O:6][C@H:5]([C@H:7](O)[CH2:8]O)[C@@H:4]([C@H:11](O)[CH2:12]O)O1.[C:16]([OH:19])(=O)[CH3:17].[C:20]([OH:23])(=O)[CH3:21].I[C:25]1[CH:30]=[CH:29]C=[CH:27][CH:26]=1.C([O-])(O)=O.[Na+].[C:36]([C:40]1[CH:46]=[CH:45][C:43]([NH2:44])=[CH:42][CH:41]=1)([CH3:39])([CH3:38])[CH3:37].[CH2:47]([O:54][C:55]1[CH:60]=[CH:59][C:58](B(O)O)=[CH:57][CH:56]=1)[C:48]1[CH:53]=[CH:52][CH:51]=[CH:50][CH:49]=1.FC(F)(F)C(O)C(F)(F)F, predict the reaction product. The product is: [CH2:47]([O:54][C:55]1[CH:60]=[CH:59][C:58]([C@H:17]2[C@@H:16]([OH:19])[C@H:20]([OH:23])[C@H:21]([C:12]3[CH:11]=[CH:4][C:5]([O:6][CH2:2][C:15]4[CH:29]=[CH:30][CH:25]=[CH:26][CH:27]=4)=[CH:7][CH:8]=3)[N:44]2[C:43]2[CH:42]=[CH:41][C:40]([C:36]([CH3:39])([CH3:37])[CH3:38])=[CH:46][CH:45]=2)=[CH:57][CH:56]=1)[C:48]1[CH:53]=[CH:52][CH:51]=[CH:50][CH:49]=1. (3) Given the reactants Br[C:2]1[C:3]([NH2:9])=[N:4][CH:5]=[C:6]([Cl:8])[CH:7]=1.O.CCOC(C)=O.[CH3:17][N:18]1C(=O)CCC1, predict the reaction product. The product is: [NH2:9][C:3]1[N:4]=[CH:5][C:6]([Cl:8])=[CH:7][C:2]=1[C:17]#[N:18]. (4) Given the reactants C[O:2][C:3](=[O:37])[CH2:4][CH2:5][C:6]1[CH:11]=[CH:10][C:9]([O:12][CH2:13][CH2:14][CH:15]([O:17][C:18]2[CH:23]=[CH:22][C:21]([CH2:24][CH2:25][CH2:26][CH3:27])=[CH:20][C:19]=2[C:28](=[O:35])[C:29]2[CH:34]=[CH:33][CH:32]=[CH:31][CH:30]=2)[CH3:16])=[CH:8][C:7]=1[CH3:36].[OH-].[Na+].Cl, predict the reaction product. The product is: [C:28]([C:19]1[CH:20]=[C:21]([CH2:24][CH2:25][CH2:26][CH3:27])[CH:22]=[CH:23][C:18]=1[O:17][CH:15]([CH3:16])[CH2:14][CH2:13][O:12][C:9]1[CH:10]=[CH:11][C:6]([CH2:5][CH2:4][C:3]([OH:37])=[O:2])=[C:7]([CH3:36])[CH:8]=1)(=[O:35])[C:29]1[CH:30]=[CH:31][CH:32]=[CH:33][CH:34]=1. (5) Given the reactants [CH:1]1([CH2:4][O:5][C:6]2[C:11]([O:12][CH3:13])=[CH:10][C:9]([C:14]3[O:15][C:16]4[CH:21]=[C:20]([O:22][CH2:23][C@@H:24]([NH:26][C:27](=O)[O:28]C(C)(C)C)[CH3:25])[N:19]=[CH:18][C:17]=4[N:34]=3)=[CH:8][C:7]=2[F:35])[CH2:3][CH2:2]1.Cl.[C:37](OCC)(=O)C, predict the reaction product. The product is: [CH:1]1([CH2:4][O:5][C:6]2[C:11]([O:12][CH3:13])=[CH:10][C:9]([C:14]3[O:15][C:16]4[CH:21]=[C:20]([O:22][CH2:23][C@@H:24]([NH:26][C:27](=[O:28])[CH3:37])[CH3:25])[N:19]=[CH:18][C:17]=4[N:34]=3)=[CH:8][C:7]=2[F:35])[CH2:3][CH2:2]1.